From a dataset of Full USPTO retrosynthesis dataset with 1.9M reactions from patents (1976-2016). Predict the reactants needed to synthesize the given product. (1) Given the product [CH3:27][C@H:28]1[CH2:33][CH2:32][C@H:31]([NH:34][C:11]([C:3]2[N:2]=[CH:1][C:10]3[C:5]([CH:4]=2)=[CH:6][CH:7]=[CH:8][CH:9]=3)=[O:13])[CH2:30][CH2:29]1, predict the reactants needed to synthesize it. The reactants are: [CH:1]1[C:10]2[C:5](=[CH:6][CH:7]=[CH:8][CH:9]=2)[CH:4]=[C:3]([C:11]([OH:13])=O)[N:2]=1.C(N1C=CN=C1)(N1C=CN=C1)=O.Cl.[CH3:27][C@H:28]1[CH2:33][CH2:32][C@H:31]([NH2:34])[CH2:30][CH2:29]1.C(N(CC)C(C)C)(C)C. (2) Given the product [NH2:7][CH:8]([C:11]1[CH:16]=[CH:15][CH:14]=[C:13]([C:21]2[CH:20]=[N:19][CH:24]=[CH:23][CH:22]=2)[CH:12]=1)[CH2:9][OH:10], predict the reactants needed to synthesize it. The reactants are: C(OC(=O)[NH:7][CH:8]([C:11]1[CH:16]=[CH:15][CH:14]=[C:13](Br)[CH:12]=1)[CH2:9][OH:10])(C)(C)C.[N:19]1[CH:24]=[CH:23][CH:22]=[C:21](B(O)O)[CH:20]=1.C(=O)([O-])[O-].[Cs+].[Cs+].O.